This data is from Full USPTO retrosynthesis dataset with 1.9M reactions from patents (1976-2016). The task is: Predict the reactants needed to synthesize the given product. Given the product [C:4]([O:3][C:1]([N:8]1[CH2:13][CH2:12][CH:11]([N:14]2[CH2:26][CH2:25][O:24][C:22]2=[O:23])[CH2:10][CH2:9]1)=[O:2])([CH3:7])([CH3:6])[CH3:5], predict the reactants needed to synthesize it. The reactants are: [C:1]([N:8]1[CH2:13][CH2:12][CH:11]([NH2:14])[CH2:10][CH2:9]1)([O:3][C:4]([CH3:7])([CH3:6])[CH3:5])=[O:2].C(=O)([O-])[O-].[K+].[K+].Cl[C:22]([O:24][CH2:25][CH2:26]Cl)=[O:23].